The task is: Predict the product of the given reaction.. This data is from Forward reaction prediction with 1.9M reactions from USPTO patents (1976-2016). (1) Given the reactants Cl.[C:2]1([N:8]([CH2:34][CH2:35][C:36]([O:38][CH2:39][CH3:40])=[O:37])[C:9]([C:11]2[CH:33]=[CH:32][C:14]3[N:15]([CH3:31])[C:16]([CH2:18][NH:19][C:20]4[CH:25]=[CH:24][C:23]([C:26](=[NH:28])[NH2:27])=[CH:22][C:21]=4[O:29][CH3:30])=[N:17][C:13]=3[CH:12]=2)=[O:10])[CH:7]=[CH:6][CH:5]=[CH:4][CH:3]=1.Cl[C:42]([O:44][CH2:45][CH2:46][CH2:47][CH2:48][CH3:49])=[O:43], predict the reaction product. The product is: [C:2]1([N:8]([CH2:34][CH2:35][C:36]([O:38][CH2:39][CH3:40])=[O:37])[C:9]([C:11]2[CH:33]=[CH:32][C:14]3[N:15]([CH3:31])[C:16]([CH2:18][NH:19][C:20]4[CH:25]=[CH:24][C:23]([C:26](=[NH:27])[NH:28][C:42]([O:44][CH2:45][CH2:46][CH2:47][CH2:48][CH3:49])=[O:43])=[CH:22][C:21]=4[O:29][CH3:30])=[N:17][C:13]=3[CH:12]=2)=[O:10])[CH:3]=[CH:4][CH:5]=[CH:6][CH:7]=1. (2) Given the reactants [Br-].[CH:2]1[C:10]2[C:9]3[CH:11]=[CH:12][CH:13]=[CH:14][C:8]=3[SH+:7][C:6]=2[CH:5]=[CH:4][CH:3]=1.[F:15][C:16]1[C:21]([F:22])=[CH:20][C:19]([F:23])=[C:18]([F:24])[C:17]=1[OH:25], predict the reaction product. The product is: [F:15][C:16]1[C:21]([F:22])=[CH:20][C:19]([F:23])=[C:18]([F:24])[C:17]=1[O-:25].[C:16]1([S+:7]2[C:8]3[CH:14]=[CH:13][CH:12]=[CH:11][C:9]=3[C:10]3[CH:2]=[CH:3][CH:4]=[CH:5][C:6]2=3)[CH:21]=[CH:20][CH:19]=[CH:18][CH:17]=1. (3) Given the reactants [F:1][C:2]1[C:3]([N:13]2[CH2:18][CH2:17][N:16]([CH2:19][CH2:20][C:21]3[CH:26]=[CH:25][CH:24]=[C:23]([N+:27]([O-])=O)[CH:22]=3)[CH2:15][CH2:14]2)=[C:4]2[C:9](=[CH:10][CH:11]=1)[N:8]=[C:7]([CH3:12])[CH:6]=[CH:5]2.[Cl-].[NH4+], predict the reaction product. The product is: [F:1][C:2]1[C:3]([N:13]2[CH2:14][CH2:15][N:16]([CH2:19][CH2:20][C:21]3[CH:22]=[C:23]([CH:24]=[CH:25][CH:26]=3)[NH2:27])[CH2:17][CH2:18]2)=[C:4]2[C:9](=[CH:10][CH:11]=1)[N:8]=[C:7]([CH3:12])[CH:6]=[CH:5]2. (4) Given the reactants [F:1][C:2]1[CH:3]=[C:4]([CH:39]=[CH:40][CH:41]=1)[CH2:5][N:6]1[CH:10]=[C:9]([C:11]2[C:19]3[C:14](=[N:15][CH:16]=[C:17]([C:20]4[CH:21]=[C:22]([NH2:28])[C:23]([O:26][CH3:27])=[N:24][CH:25]=4)[CH:18]=3)[N:13](S(C3C=CC(C)=CC=3)(=O)=O)[CH:12]=2)[CH:8]=[N:7]1.[OH-].[Li+], predict the reaction product. The product is: [F:1][C:2]1[CH:3]=[C:4]([CH:39]=[CH:40][CH:41]=1)[CH2:5][N:6]1[CH:10]=[C:9]([C:11]2[C:19]3[C:14](=[N:15][CH:16]=[C:17]([C:20]4[CH:21]=[C:22]([NH2:28])[C:23]([O:26][CH3:27])=[N:24][CH:25]=4)[CH:18]=3)[NH:13][CH:12]=2)[CH:8]=[N:7]1. (5) Given the reactants [O:1]1[CH2:5][CH2:4][O:3][CH:2]1[CH2:6][N:7]1[CH2:12][CH2:11][CH:10]([CH2:13][CH2:14][C:15]2[C:19]3[CH:20]=[CH:21][C:22]([O:26][CH2:27][C:28]4[CH:33]=[CH:32][C:31]([F:34])=[CH:30][CH:29]=4)=[C:23]([CH2:24]O)[C:18]=3[O:17][N:16]=2)[CH2:9][CH2:8]1.C(N(CC)CC)C.CS(Cl)(=O)=O.[CH3:47][NH:48][CH2:49][C:50]1[CH:55]=[CH:54][C:53]([O:56][CH3:57])=[CH:52][C:51]=1[O:58][CH3:59], predict the reaction product. The product is: [CH3:59][O:58][C:51]1[CH:52]=[C:53]([O:56][CH3:57])[CH:54]=[CH:55][C:50]=1[CH2:49][N:48]([CH2:24][C:23]1[C:18]2[O:17][N:16]=[C:15]([CH2:14][CH2:13][CH:10]3[CH2:9][CH2:8][N:7]([CH2:6][CH:2]4[O:3][CH2:4][CH2:5][O:1]4)[CH2:12][CH2:11]3)[C:19]=2[CH:20]=[CH:21][C:22]=1[O:26][CH2:27][C:28]1[CH:33]=[CH:32][C:31]([F:34])=[CH:30][CH:29]=1)[CH3:47]. (6) Given the reactants Br[C:2]1[CH:7]=[C:6](Br)[CH:5]=[C:4]([Br:9])[CH:3]=1.[C:10]1([C:30]2[CH:35]=[CH:34][CH:33]=[CH:32][CH:31]=2)[CH:15]=[CH:14][C:13]([NH:16][C:17]2[CH:29]=[CH:28][C:20]3[O:21][C:22]4[CH:27]=[CH:26][CH:25]=[CH:24][C:23]=4[C:19]=3[CH:18]=2)=[CH:12][CH:11]=1.[CH:49]1[CH:54]=[CH:53][C:52](P([C:49]2[CH:54]=[CH:53][CH:52]=[CH:51][CH:50]=2)[C:49]2[CH:54]=[CH:53][CH:52]=[CH:51][CH:50]=2)=[CH:51][CH:50]=1.C[C:56]([O-:59])([CH3:58])[CH3:57].[Na+], predict the reaction product. The product is: [C:20]1([C:49]2[CH:50]=[CH:51][CH:52]=[CH:53][CH:54]=2)[CH:28]=[CH:29][C:17]([N:16]([C:13]2[CH:14]=[CH:15][C:10]3[O:59][C:56]4[CH:58]=[CH:23][CH:22]=[CH:27][C:57]=4[C:11]=3[CH:12]=2)[C:6]2[CH:5]=[C:4]([Br:9])[CH:3]=[C:2]([N:16]([C:13]3[CH:14]=[CH:15][C:10]([C:30]4[CH:31]=[CH:32][CH:33]=[CH:34][CH:35]=4)=[CH:11][CH:12]=3)[C:17]3[CH:29]=[CH:28][C:20]4[O:21][C:22]5[CH:27]=[CH:26][CH:25]=[CH:24][C:23]=5[C:19]=4[CH:18]=3)[CH:7]=2)=[CH:18][CH:19]=1.